This data is from Catalyst prediction with 721,799 reactions and 888 catalyst types from USPTO. The task is: Predict which catalyst facilitates the given reaction. Reactant: [Cl:1][C:2]1[CH:3]=[CH:4][C:5]([O:19][CH3:20])=[C:6]([N:8]2[C:12]([C:13]#[N:14])=[CH:11][C:10]([C:15]([F:18])([F:17])[F:16])=[N:9]2)[CH:7]=1.CCOCC.Cl.C(Cl)(Cl)Cl.CO. The catalyst class is: 1. Product: [ClH:1].[Cl:1][C:2]1[CH:3]=[CH:4][C:5]([O:19][CH3:20])=[C:6]([N:8]2[C:12]([CH2:13][NH2:14])=[CH:11][C:10]([C:15]([F:16])([F:17])[F:18])=[N:9]2)[CH:7]=1.